Predict which catalyst facilitates the given reaction. From a dataset of Catalyst prediction with 721,799 reactions and 888 catalyst types from USPTO. (1) Reactant: [NH2:1][C:2]1[C:11]2[CH2:10][CH2:9][CH2:8][C:7]3[CH:12]=[C:13]([N:16]4[CH2:20][C@H:19]([CH2:21][NH:22][C:23](=[O:25])[CH3:24])[O:18][C:17]4=[O:26])[CH:14]=[CH:15][C:6]=3[C:5]=2[NH:4][N:3]=1.[CH3:27][C:28]1([CH3:36])[O:32][C@H:31]([C:33](O)=[O:34])[CH2:30][O:29]1.Cl.CN(C)CCCN=C=NCC. Product: [C:23]([NH:22][CH2:21][C@@H:19]1[O:18][C:17](=[O:26])[N:16]([C:13]2[CH:14]=[CH:15][C:6]3[C:5]4[NH:4][N:3]=[C:2]([NH:1][C:33]([C@@H:31]5[CH2:30][O:29][C:28]([CH3:36])([CH3:27])[O:32]5)=[O:34])[C:11]=4[CH2:10][CH2:9][CH2:8][C:7]=3[CH:12]=2)[CH2:20]1)(=[O:25])[CH3:24]. The catalyst class is: 17. (2) Reactant: [F:1][C:2]1[CH:7]=[C:6]([CH3:8])[CH:5]=[C:4]([I:9])[C:3]=1[N:10]=[C:11]=[O:12].[NH2:13][CH:14]1[CH2:19][CH2:18][N:17]([C:20]([O:22][C:23]([CH3:26])([CH3:25])[CH3:24])=[O:21])[CH2:16][CH2:15]1. Product: [F:1][C:2]1[CH:7]=[C:6]([CH3:8])[CH:5]=[C:4]([I:9])[C:3]=1[NH:10][C:11]([NH:13][CH:14]1[CH2:15][CH2:16][N:17]([C:20]([O:22][C:23]([CH3:26])([CH3:25])[CH3:24])=[O:21])[CH2:18][CH2:19]1)=[O:12]. The catalyst class is: 4. (3) Reactant: Br[C:2]1[S:3][C:4]([C:11]2[C:12]([CH3:26])=[N:13][N:14]3[C:19](C(CC)CC)=[CH:18][C:17]([CH3:25])=[N:16][C:15]=23)=[C:5]([C:7]([F:10])([F:9])[F:8])[N:6]=1.[CH3:27][NH:28][CH3:29]. Product: [CH2:5]([CH:4]([C:15]1[N:14]2[N:13]=[C:12]([CH3:26])[C:11]([C:4]3[S:3][C:2]([N:28]([CH3:29])[CH3:27])=[N:6][C:5]=3[C:7]([F:8])([F:10])[F:9])=[C:19]2[CH:18]=[C:17]([CH3:25])[N:16]=1)[CH2:11][CH3:15])[CH3:7]. The catalyst class is: 5. (4) Reactant: [In].[C:2]([S:6]([NH2:8])=[O:7])([CH3:5])([CH3:4])[CH3:3].[F:9][C:10]1[CH:11]=[CH:12][C:13]([O:18][CH:19]2[CH2:23][CH2:22][O:21][CH2:20]2)=[C:14]([CH:17]=1)[CH:15]=O.Br[CH2:25][CH:26]=[CH2:27]. Product: [F:9][C:10]1[CH:11]=[CH:12][C:13]([O:18][CH:19]2[CH2:23][CH2:22][O:21][CH2:20]2)=[C:14]([C@H:15]([NH:8][S@:6]([C:2]([CH3:5])([CH3:4])[CH3:3])=[O:7])[CH2:27][CH:26]=[CH2:25])[CH:17]=1. The catalyst class is: 20. (5) Reactant: CC1C=CC(S(O[CH2:12][C@@H:13]2[CH2:18][O:17][C@@H:16]([C@H:19]3[O:23][N:22]=[C:21]([C:24]4[CH:29]=[C:28]([C:30](=[O:42])[NH:31][CH2:32][C:33]5[CH:38]=[CH:37][C:36]([F:39])=[C:35]([O:40][CH3:41])[CH:34]=5)[N:27]=[C:26]([CH3:43])[N:25]=4)[CH2:20]3)[CH2:15][O:14]2)(=O)=O)=CC=1.[C-:44]#[N:45].[Na+]. Product: [C:44]([CH2:12][C@@H:13]1[CH2:18][O:17][C@@H:16]([C@H:19]2[O:23][N:22]=[C:21]([C:24]3[N:25]=[C:26]([CH3:43])[N:27]=[C:28]([C:30]([NH:31][CH2:32][C:33]4[CH:38]=[CH:37][C:36]([F:39])=[C:35]([O:40][CH3:41])[CH:34]=4)=[O:42])[CH:29]=3)[CH2:20]2)[CH2:15][O:14]1)#[N:45]. The catalyst class is: 58.